This data is from NCI-60 drug combinations with 297,098 pairs across 59 cell lines. The task is: Regression. Given two drug SMILES strings and cell line genomic features, predict the synergy score measuring deviation from expected non-interaction effect. (1) Drug 1: C1=CC(=C2C(=C1NCCNCCO)C(=O)C3=C(C=CC(=C3C2=O)O)O)NCCNCCO. Drug 2: CC(C)NC(=O)C1=CC=C(C=C1)CNNC.Cl. Cell line: UACC-257. Synergy scores: CSS=-1.45, Synergy_ZIP=-0.395, Synergy_Bliss=-1.12, Synergy_Loewe=-11.7, Synergy_HSA=-5.15. (2) Drug 1: CC1=C(C(CCC1)(C)C)C=CC(=CC=CC(=CC(=O)O)C)C. Drug 2: COC1=NC(=NC2=C1N=CN2C3C(C(C(O3)CO)O)O)N. Cell line: A498. Synergy scores: CSS=1.20, Synergy_ZIP=2.07, Synergy_Bliss=3.95, Synergy_Loewe=-0.916, Synergy_HSA=-0.587. (3) Drug 1: C1CCC(C1)C(CC#N)N2C=C(C=N2)C3=C4C=CNC4=NC=N3. Drug 2: N.N.Cl[Pt+2]Cl. Cell line: SNB-75. Synergy scores: CSS=-3.65, Synergy_ZIP=3.00, Synergy_Bliss=1.55, Synergy_Loewe=-1.94, Synergy_HSA=-2.29. (4) Drug 1: COC1=NC(=NC2=C1N=CN2C3C(C(C(O3)CO)O)O)N. Drug 2: CC1C(C(CC(O1)OC2CC(CC3=C2C(=C4C(=C3O)C(=O)C5=C(C4=O)C(=CC=C5)OC)O)(C(=O)CO)O)N)O.Cl. Cell line: A498. Synergy scores: CSS=29.7, Synergy_ZIP=-1.64, Synergy_Bliss=-0.0115, Synergy_Loewe=-33.1, Synergy_HSA=-0.488. (5) Synergy scores: CSS=11.8, Synergy_ZIP=-5.84, Synergy_Bliss=-0.486, Synergy_Loewe=-0.587, Synergy_HSA=-1.34. Drug 1: C1=NC2=C(N=C(N=C2N1C3C(C(C(O3)CO)O)F)Cl)N. Drug 2: CCN(CC)CCCC(C)NC1=C2C=C(C=CC2=NC3=C1C=CC(=C3)Cl)OC. Cell line: OVCAR-5. (6) Drug 1: C1=CC(=CC=C1CCC2=CNC3=C2C(=O)NC(=N3)N)C(=O)NC(CCC(=O)O)C(=O)O. Drug 2: CC1C(C(=O)NC(C(=O)N2CCCC2C(=O)N(CC(=O)N(C(C(=O)O1)C(C)C)C)C)C(C)C)NC(=O)C3=C4C(=C(C=C3)C)OC5=C(C(=O)C(=C(C5=N4)C(=O)NC6C(OC(=O)C(N(C(=O)CN(C(=O)C7CCCN7C(=O)C(NC6=O)C(C)C)C)C)C(C)C)C)N)C. Cell line: SW-620. Synergy scores: CSS=22.3, Synergy_ZIP=4.67, Synergy_Bliss=5.89, Synergy_Loewe=5.29, Synergy_HSA=5.58.